From a dataset of Reaction yield outcomes from USPTO patents with 853,638 reactions. Predict the reaction yield, written as a fraction of the theoretical maximum amount of product (1.0 means a 100% yield; for example, 0.34 means a 34% yield). (1) The reactants are [CH2:1]([CH:3]1[O:5][CH2:4]1)Cl.[OH-:6].[K+].S([O-])([O-])(=O)=O.[Na+].[Na+]. No catalyst specified. The product is [CH2:1]([O:6][CH2:1][CH:3]1[O:5][CH2:4]1)[CH:3]1[O:5][CH2:4]1. The yield is 0.650. (2) The reactants are Cl[C:2]1[CH:12]=[CH:11][C:5]([C:6]([O:8]CC)=[O:7])=[CH:4][N:3]=1.[CH3:13][O:14][C@@H:15]([CH3:18])[CH2:16][OH:17].[OH-].[Li+]. No catalyst specified. The product is [CH3:13][O:14][C@@H:15]([CH3:18])[CH2:16][O:17][C:2]1[CH:12]=[CH:11][C:5]([C:6]([OH:8])=[O:7])=[CH:4][N:3]=1. The yield is 0.670.